This data is from Catalyst prediction with 721,799 reactions and 888 catalyst types from USPTO. The task is: Predict which catalyst facilitates the given reaction. (1) Reactant: [Na].[O:2]=[S:3]1(=[O:32])[C:9]2[CH:10]=[C:11]([O:15][CH2:16][C:17]([OH:19])=[O:18])[C:12](Br)=[CH:13][C:8]=2[N:7]([C:20]2[CH:25]=[CH:24][CH:23]=[CH:22][CH:21]=2)[CH2:6][C:5]([CH2:28][CH2:29][CH2:30][CH3:31])([CH2:26][CH3:27])[CH2:4]1. Product: [O:2]=[S:3]1(=[O:32])[C:9]2[CH:10]=[C:11]([O:15][CH2:16][C:17]([OH:19])=[O:18])[C:12]([O:15][CH:11]([CH3:12])[CH3:10])=[CH:13][C:8]=2[N:7]([C:20]2[CH:25]=[CH:24][CH:23]=[CH:22][CH:21]=2)[CH2:6][C:5]([CH2:28][CH2:29][CH2:30][CH3:31])([CH2:26][CH3:27])[CH2:4]1. The catalyst class is: 32. (2) Reactant: [CH2:1]([O:8][CH2:9][CH2:10][CH2:11][C@H:12]([C:21]1[C:25]([CH:26]2[CH2:28][CH2:27]2)=[C:24]([C:29]2[O:33][N:32]=[C:31]([CH2:34][CH:35]([CH3:37])[CH3:36])[CH:30]=2)[O:23][N:22]=1)[CH2:13][C:14]([O:16]C(C)(C)C)=[O:15])[C:2]1[CH:7]=[CH:6][CH:5]=[CH:4][CH:3]=1.FC(F)(F)C(O)=O. Product: [CH2:1]([O:8][CH2:9][CH2:10][CH2:11][C@H:12]([C:21]1[C:25]([CH:26]2[CH2:28][CH2:27]2)=[C:24]([C:29]2[O:33][N:32]=[C:31]([CH2:34][CH:35]([CH3:37])[CH3:36])[CH:30]=2)[O:23][N:22]=1)[CH2:13][C:14]([OH:16])=[O:15])[C:2]1[CH:7]=[CH:6][CH:5]=[CH:4][CH:3]=1. The catalyst class is: 11. (3) Reactant: C([O:3][C:4]([C:6]1[CH:7]=[N:8][N:9]([CH2:12][CH2:13][O:14][CH3:15])[C:10]=1[Cl:11])=[O:5])C.[OH-].[Li+]. Product: [Cl:11][C:10]1[N:9]([CH2:12][CH2:13][O:14][CH3:15])[N:8]=[CH:7][C:6]=1[C:4]([OH:5])=[O:3]. The catalyst class is: 24. (4) Reactant: [C:1]([O:5][C:6]([NH:8][C@H:9]([C:14]([OH:16])=[O:15])[CH2:10][CH:11]([CH3:13])[CH3:12])=[O:7])([CH3:4])([CH3:3])[CH3:2].[CH:17]1(O)[CH2:21][CH2:20][CH2:19][CH2:18]1.C(Cl)CCl. The catalyst class is: 239. Product: [C:1]([O:5][C:6]([NH:8][C@H:9]([C:14]([O:16][CH:17]1[CH2:21][CH2:20][CH2:19][CH2:18]1)=[O:15])[CH2:10][CH:11]([CH3:12])[CH3:13])=[O:7])([CH3:3])([CH3:2])[CH3:4]. (5) Reactant: [C:1]([O:4][CH2:5][CH3:6])(=[O:3])[CH3:2].C[Si](C)(C)[N-][Si](C)(C)C.[Na+].[F:17][C:18]([F:28])([C:24]([F:27])([F:26])[F:25])[CH2:19][CH2:20][C:21](Cl)=[O:22]. Product: [F:17][C:18]([F:28])([C:24]([F:25])([F:26])[F:27])[CH2:19][CH2:20][C:21](=[O:22])[CH2:2][C:1]([O:4][CH2:5][CH3:6])=[O:3]. The catalyst class is: 1. (6) Reactant: [C:1]([C:3]1[CH:4]=[CH:5][C:6]([F:11])=[C:7]([CH:10]=1)[CH:8]=[O:9])#[N:2].P([O-])(O)(O)=[O:13].[Na+].OO.Cl([O-])=O.[Na+].S([O-])([O-])=O.[Na+].[Na+]. Product: [C:1]([C:3]1[CH:4]=[CH:5][C:6]([F:11])=[C:7]([CH:10]=1)[C:8]([OH:13])=[O:9])#[N:2]. The catalyst class is: 115. (7) Reactant: [Cl:1][C:2]1[CH:3]=[C:4]([C:8]2[C:9](=O)[O:10][C:11](=[O:13])[CH:12]=2)[CH:5]=[CH:6][CH:7]=1.O.[NH2:16][NH2:17]. Product: [Cl:1][C:2]1[CH:3]=[C:4]([C:8]2[CH:12]=[C:11]([OH:13])[N:17]=[N:16][C:9]=2[OH:10])[CH:5]=[CH:6][CH:7]=1. The catalyst class is: 211.